This data is from Reaction yield outcomes from USPTO patents with 853,638 reactions. The task is: Predict the reaction yield, written as a fraction of the theoretical maximum amount of product (1.0 means a 100% yield; for example, 0.34 means a 34% yield). (1) The reactants are [N:1]1([C:13]([O:15][CH2:16][C:17]2[CH:22]=[CH:21][CH:20]=[CH:19][CH:18]=2)=[O:14])[CH2:7][CH2:6][CH2:5][CH:4]([C:8]([O:10]CC)=[O:9])[CH2:3][CH2:2]1.[Li+].[OH-]. The catalyst is C1COCC1.O. The product is [CH2:16]([O:15][C:13]([N:1]1[CH2:7][CH2:6][CH2:5][CH:4]([C:8]([OH:10])=[O:9])[CH2:3][CH2:2]1)=[O:14])[C:17]1[CH:18]=[CH:19][CH:20]=[CH:21][CH:22]=1. The yield is 0.820. (2) The reactants are [CH3:1][C:2]1[N:10]([C:11]([C:13]2[CH:14]=[CH:15][C:16]([Cl:19])=[CH:17][CH:18]=2)=[O:12])[C:9]2[CH:8]=[CH:7][C:6]([O:20][CH3:21])=[CH:5][C:4]=2[C:3]=1[CH2:22][C:23](O)=[O:24].[OH:26][CH2:27][CH2:28][CH2:29][CH2:30][NH2:31].C1C=CC2N(O)N=NC=2C=1.CCN(C(C)C)C(C)C.CCN=C=NCCCN(C)C.Cl. The catalyst is CN(C=O)C. The product is [OH:26][CH2:27][CH2:28][CH2:29][CH2:30][NH:31][C:23](=[O:24])[CH2:22][C:3]1[C:4]2[C:9](=[CH:8][CH:7]=[C:6]([O:20][CH3:21])[CH:5]=2)[N:10]([C:11](=[O:12])[C:13]2[CH:18]=[CH:17][C:16]([Cl:19])=[CH:15][CH:14]=2)[C:2]=1[CH3:1]. The yield is 0.700. (3) The reactants are [N+:1]([CH2:4][CH3:5])([O-:3])=[O:2].[CH3:6][C:7](=[CH:9][CH2:10][CH2:11][CH:12]([CH2:14][CH:15]=[O:16])[CH3:13])[CH3:8]. The catalyst is ClCCl. The product is [CH3:13][CH:12]([CH2:11][CH2:10][CH:9]=[C:7]([CH3:8])[CH3:6])[CH2:14][CH:15]([OH:16])[CH:4]([N+:1]([O-:3])=[O:2])[CH3:5]. The yield is 0.950. (4) The reactants are [N:1]1([C:8]2[CH:18]=[CH:17][C:11]([C:12]([O:14][CH2:15][CH3:16])=[O:13])=[CH:10][CH:9]=2)[CH2:7][CH2:6][CH2:5][NH:4][CH2:3][CH2:2]1.[CH:19](=O)[CH3:20].C(O)(=O)C.C([BH3-])#N.[Na+].C(O[BH-](OC(=O)C)OC(=O)C)(=O)C.[Na+]. The catalyst is O1CCCC1.CO. The product is [CH2:19]([N:4]1[CH2:5][CH2:6][CH2:7][N:1]([C:8]2[CH:18]=[CH:17][C:11]([C:12]([O:14][CH2:15][CH3:16])=[O:13])=[CH:10][CH:9]=2)[CH2:2][CH2:3]1)[CH3:20]. The yield is 0.760.